This data is from Reaction yield outcomes from USPTO patents with 853,638 reactions. The task is: Predict the reaction yield, written as a fraction of the theoretical maximum amount of product (1.0 means a 100% yield; for example, 0.34 means a 34% yield). (1) The reactants are [CH3:1][O:2][C:3]1[CH:4]=[C:5]([CH:15]=[CH:16][C:17]=1[O:18][CH2:19][C:20]1[CH:21]=[N:22][C:23]([O:26][CH3:27])=[CH:24][CH:25]=1)[CH2:6][NH:7]C(=O)OC(C)(C)C.FC(F)(F)C(O)=O. The product is [CH3:1][O:2][C:3]1[CH:4]=[C:5]([CH2:6][NH2:7])[CH:15]=[CH:16][C:17]=1[O:18][CH2:19][C:20]1[CH:21]=[N:22][C:23]([O:26][CH3:27])=[CH:24][CH:25]=1. The catalyst is ClCCl. The yield is 0.920. (2) The catalyst is C1COCC1. The reactants are [CH2:1]([N:8]1[C:21](=[O:22])[C:20]2[C:15](=[CH:16][CH:17]=[CH:18][CH:19]=2)[C:14]2[CH:13]=[C:12]([CH:23]=[C:24]3[S:28][C:27](=[O:29])[NH:26][C:25]3=[O:30])[CH:11]=[CH:10][C:9]1=2)[C:2]1[CH:7]=[CH:6][CH:5]=[CH:4][CH:3]=1.N1C=CC=CC=1.[BH4-].[Li+].Cl. The yield is 0.360. The product is [CH2:1]([N:8]1[C:21](=[O:22])[C:20]2[C:15](=[CH:16][CH:17]=[CH:18][CH:19]=2)[C:14]2[CH:13]=[C:12]([CH2:23][CH:24]3[S:28][C:27](=[O:29])[NH:26][C:25]3=[O:30])[CH:11]=[CH:10][C:9]1=2)[C:2]1[CH:3]=[CH:4][CH:5]=[CH:6][CH:7]=1. (3) The reactants are C([N:14]1[CH2:17][CH:16]([OH:18])[CH2:15]1)(C1C=CC=CC=1)C1C=CC=CC=1.[C:19]([OH:25])([C:21]([F:24])([F:23])[F:22])=[O:20]. The catalyst is CO.[OH-].[Pd+2].[OH-]. The product is [F:22][C:21]([F:24])([F:23])[C:19]([OH:25])=[O:20].[OH:18][CH:16]1[CH2:17][NH:14][CH2:15]1. The yield is 0.990. (4) The reactants are [Si:1]([O:8][C:9]1[CH:14]=[C:13]([CH3:15])[C:12]([C:16]2[CH:21]=[CH:20][CH:19]=[C:18]([CH2:22][OH:23])[CH:17]=2)=[C:11]([CH3:24])[CH:10]=1)([C:4]([CH3:7])([CH3:6])[CH3:5])([CH3:3])[CH3:2].O[C:26]1[CH:39]=[CH:38][C:29]2[C@H:30]([CH2:33][C:34]([O:36][CH3:37])=[O:35])[CH2:31][O:32][C:28]=2[CH:27]=1.C1(P(C2C=CC=CC=2)C2C=CC=CC=2)C=CC=CC=1.N(C(OC(C)C)=O)=NC(OC(C)C)=O. The catalyst is ClCCl. The product is [Si:1]([O:8][C:9]1[CH:14]=[C:13]([CH3:15])[C:12]([C:16]2[CH:21]=[CH:20][CH:19]=[C:18]([CH2:22][O:23][C:26]3[CH:39]=[CH:38][C:29]4[C@H:30]([CH2:33][C:34]([O:36][CH3:37])=[O:35])[CH2:31][O:32][C:28]=4[CH:27]=3)[CH:17]=2)=[C:11]([CH3:24])[CH:10]=1)([C:4]([CH3:6])([CH3:5])[CH3:7])([CH3:3])[CH3:2]. The yield is 0.760. (5) The reactants are [Cl:1][C:2]1[CH:11]=[C:10]2[C:5]([C:6](=O)[NH:7][CH:8]=[N:9]2)=[CH:4][CH:3]=1.O=P(Cl)(Cl)[Cl:15]. No catalyst specified. The product is [Cl:15][C:6]1[C:5]2[C:10](=[CH:11][C:2]([Cl:1])=[CH:3][CH:4]=2)[N:9]=[CH:8][N:7]=1. The yield is 0.948. (6) The reactants are [Cl:1][C:2]1[CH:11]=[C:10]2[C:5]([C:6]([NH:12][CH:13]([CH3:23])[CH2:14][CH2:15][CH2:16][N:17]([CH2:21][CH3:22])[CH2:18][CH2:19][OH:20])=[CH:7][CH:8]=[N:9]2)=[CH:4][CH:3]=1.[C:24](Cl)(=[O:42])[CH2:25][CH2:26][CH2:27][CH2:28][CH2:29][CH2:30][CH2:31]/[CH:32]=[CH:33]/[CH2:34][CH2:35][CH2:36][CH2:37][CH2:38][CH2:39][CH2:40][CH3:41].CO. The catalyst is ClCCl. The product is [Cl:1][C:2]1[CH:11]=[C:10]2[C:5]([C:6]([NH:12][CH:13]([CH3:23])[CH2:14][CH2:15][CH2:16][N:17]([CH2:21][CH3:22])[CH2:18][CH2:19][O:20][C:24](=[O:42])[CH2:25][CH2:26][CH2:27][CH2:28][CH2:29][CH2:30][CH2:31]/[CH:32]=[CH:33]/[CH2:34][CH2:35][CH2:36][CH2:37][CH2:38][CH2:39][CH2:40][CH3:41])=[CH:7][CH:8]=[N:9]2)=[CH:4][CH:3]=1. The yield is 0.210. (7) The reactants are [F:1][C:2]1[CH:3]=[C:4]([CH:16]=[CH:17][C:18]=1[F:19])[C:5]([N:7]1[CH2:12][CH2:11][CH2:10][C@H:9]([C:13]([NH2:15])=[O:14])[CH2:8]1)=[O:6].Br.Br[CH2:22][C:23]([C:25]1[CH:30]=[CH:29][CH:28]=[CH:27][N:26]=1)=O.C(OCC)(=O)C. The catalyst is CN1CCCC1=O. The product is [F:1][C:2]1[CH:3]=[C:4]([C:5]([N:7]2[CH2:12][CH2:11][CH2:10][C@H:9]([C:13]3[O:14][CH:22]=[C:23]([C:25]4[CH:30]=[CH:29][CH:28]=[CH:27][N:26]=4)[N:15]=3)[CH2:8]2)=[O:6])[CH:16]=[CH:17][C:18]=1[F:19]. The yield is 0.0700. (8) The reactants are [CH:1]1([CH:6]([NH:17][C:18]2[CH:23]=[CH:22][C:21]([C:24]([NH:26][CH2:27][CH2:28][C:29]([O:31]CC)=[O:30])=[O:25])=[CH:20][CH:19]=2)[C:7]2[S:8][C:9]3[CH:16]=[CH:15][CH:14]=[CH:13][C:10]=3[C:11]=2[CH3:12])[CH2:5][CH2:4][CH2:3][CH2:2]1.O1CCCC1.[OH-].[Na+]. The catalyst is C(O)C. The product is [CH:1]1([CH:6]([NH:17][C:18]2[CH:23]=[CH:22][C:21]([C:24]([NH:26][CH2:27][CH2:28][C:29]([OH:31])=[O:30])=[O:25])=[CH:20][CH:19]=2)[C:7]2[S:8][C:9]3[CH:16]=[CH:15][CH:14]=[CH:13][C:10]=3[C:11]=2[CH3:12])[CH2:5][CH2:4][CH2:3][CH2:2]1. The yield is 0.890. (9) The reactants are [CH2:1]([C:3]1[C:4]([OH:27])=[C:5]([C:23]([O:25][CH3:26])=[O:24])[C:6](=[O:22])[NH:7][C:8]=1[C:9]1[CH:17]=[CH:16][C:15]2[N:14]3[CH2:18][CH2:19][CH:20]([OH:21])[C:13]3=[CH:12][C:11]=2[CH:10]=1)[CH3:2]. The catalyst is C(Cl)Cl.O=[Mn]=O. The product is [CH2:1]([C:3]1[C:4]([OH:27])=[C:5]([C:23]([O:25][CH3:26])=[O:24])[C:6](=[O:22])[NH:7][C:8]=1[C:9]1[CH:17]=[CH:16][C:15]2[N:14]3[CH2:18][CH2:19][C:20](=[O:21])[C:13]3=[CH:12][C:11]=2[CH:10]=1)[CH3:2]. The yield is 0.720. (10) The yield is 0.450. The product is [Cl:15][C:16]1[CH:21]=[CH:20][CH:19]=[CH:18][C:17]=1[C:2]1[N:7]=[N:6][C:5]([NH2:8])=[N:4][C:3]=1[C:9]1[CH:14]=[CH:13][CH:12]=[CH:11][CH:10]=1. The reactants are Br[C:2]1[N:7]=[N:6][C:5]([NH2:8])=[N:4][C:3]=1[C:9]1[CH:14]=[CH:13][CH:12]=[CH:11][CH:10]=1.[Cl:15][C:16]1[CH:21]=[CH:20][CH:19]=[CH:18][C:17]=1B(O)O. No catalyst specified.